Predict the reactants needed to synthesize the given product. From a dataset of Full USPTO retrosynthesis dataset with 1.9M reactions from patents (1976-2016). Given the product [Cl:12][C:13]1[CH:18]=[CH:17][C:16]([NH:19][C:20](=[O:21])[NH:1][C@H:2]([CH3:6])[C:3]([OH:5])=[O:4])=[CH:15][CH:14]=1, predict the reactants needed to synthesize it. The reactants are: [NH2:1][C@H:2]([CH3:6])[C:3]([OH:5])=[O:4].C(=O)([O-])O.[Na+].[Cl:12][C:13]1[CH:18]=[CH:17][C:16]([N:19]=[C:20]=[O:21])=[CH:15][CH:14]=1.